Dataset: Reaction yield outcomes from USPTO patents with 853,638 reactions. Task: Predict the reaction yield, written as a fraction of the theoretical maximum amount of product (1.0 means a 100% yield; for example, 0.34 means a 34% yield). (1) The reactants are [CH3:1][O:2][C:3]1[CH:4]=[C:5]([CH2:18][NH2:19])[CH:6]=[CH:7][C:8]=1[O:9][CH2:10][C:11]1[CH:12]=[N:13][C:14]([CH3:17])=[CH:15][CH:16]=1.Cl[C:21]1[C:26]([N+:27]([O-:29])=[O:28])=[CH:25][C:24]([I:30])=[CH:23][N:22]=1.C(N(CC)C(C)C)(C)C. The catalyst is C(#N)C.O. The product is [I:30][C:24]1[CH:25]=[C:26]([N+:27]([O-:29])=[O:28])[C:21]([NH:19][CH2:18][C:5]2[CH:6]=[CH:7][C:8]([O:9][CH2:10][C:11]3[CH:12]=[N:13][C:14]([CH3:17])=[CH:15][CH:16]=3)=[C:3]([O:2][CH3:1])[CH:4]=2)=[N:22][CH:23]=1. The yield is 0.950. (2) The reactants are [C:1]1([CH2:7][CH2:8][C:9]([NH:11][NH2:12])=O)[CH:6]=[CH:5][CH:4]=[CH:3][CH:2]=1.I.C(S[C:17](=[NH:25])[NH:18][C:19]1[CH:24]=[CH:23][CH:22]=[CH:21][CH:20]=1)C. No catalyst specified. The product is [NH:18]([C:17]1[N:25]=[C:9]([CH2:8][CH2:7][C:1]2[CH:6]=[CH:5][CH:4]=[CH:3][CH:2]=2)[NH:11][N:12]=1)[C:19]1[CH:24]=[CH:23][CH:22]=[CH:21][CH:20]=1. The yield is 0.150.